Dataset: Catalyst prediction with 721,799 reactions and 888 catalyst types from USPTO. Task: Predict which catalyst facilitates the given reaction. Reactant: ClC[O:3][C:4]1[C:9]([CH:10]([CH3:12])[CH3:11])=[CH:8][CH:7]=[CH:6][C:5]=1[C@@H:13]([CH:15]1[CH2:17][CH2:16]1)[CH3:14].[C:18](C(C(OC(C)(C)C)=O)(ON)C(O)=O)(OC(C)(C)C)=O.C(N(CC)CC)C.C1([C@H](C2C=CC=C(C(C)C)C=2OCOC(=O)CNC(OC(C)(C)C)=O)C)CC1. Product: [CH:10]([C:9]1[CH:8]=[CH:7][CH:6]=[C:5]([C@H:13]([CH:15]2[CH2:17][CH2:16]2)[CH3:14])[C:4]=1[OH:3])([CH2:12][CH3:18])[CH3:11]. The catalyst class is: 10.